Dataset: NCI-60 drug combinations with 297,098 pairs across 59 cell lines. Task: Regression. Given two drug SMILES strings and cell line genomic features, predict the synergy score measuring deviation from expected non-interaction effect. (1) Drug 1: CC1C(C(CC(O1)OC2CC(CC3=C2C(=C4C(=C3O)C(=O)C5=C(C4=O)C(=CC=C5)OC)O)(C(=O)C)O)N)O.Cl. Drug 2: CC1C(C(CC(O1)OC2CC(OC(C2O)C)OC3=CC4=CC5=C(C(=O)C(C(C5)C(C(=O)C(C(C)O)O)OC)OC6CC(C(C(O6)C)O)OC7CC(C(C(O7)C)O)OC8CC(C(C(O8)C)O)(C)O)C(=C4C(=C3C)O)O)O)O. Cell line: OVCAR-4. Synergy scores: CSS=23.9, Synergy_ZIP=5.46, Synergy_Bliss=10.6, Synergy_Loewe=-3.35, Synergy_HSA=11.2. (2) Drug 1: C1CC(=O)NC(=O)C1N2CC3=C(C2=O)C=CC=C3N. Drug 2: CC(CN1CC(=O)NC(=O)C1)N2CC(=O)NC(=O)C2. Cell line: MDA-MB-231. Synergy scores: CSS=19.4, Synergy_ZIP=-3.41, Synergy_Bliss=4.05, Synergy_Loewe=5.00, Synergy_HSA=5.26. (3) Drug 1: C1CC(C1)(C(=O)O)C(=O)O.[NH2-].[NH2-].[Pt+2]. Drug 2: CC1CC(C(C(C=C(C(C(C=CC=C(C(=O)NC2=CC(=O)C(=C(C1)C2=O)OC)C)OC)OC(=O)N)C)C)O)OC. Cell line: SW-620. Synergy scores: CSS=60.4, Synergy_ZIP=-2.18, Synergy_Bliss=-2.03, Synergy_Loewe=-3.91, Synergy_HSA=0.682. (4) Drug 1: C1C(C(OC1N2C=C(C(=O)NC2=O)F)CO)O. Drug 2: CC1C(C(CC(O1)OC2CC(CC3=C2C(=C4C(=C3O)C(=O)C5=CC=CC=C5C4=O)O)(C(=O)C)O)N)O. Cell line: M14. Synergy scores: CSS=45.1, Synergy_ZIP=-4.35, Synergy_Bliss=-7.11, Synergy_Loewe=-14.8, Synergy_HSA=-4.02. (5) Drug 1: C1=CC(=CC=C1CC(C(=O)O)N)N(CCCl)CCCl.Cl. Drug 2: CCN(CC)CCCC(C)NC1=C2C=C(C=CC2=NC3=C1C=CC(=C3)Cl)OC. Cell line: SR. Synergy scores: CSS=69.7, Synergy_ZIP=0.406, Synergy_Bliss=1.10, Synergy_Loewe=-2.22, Synergy_HSA=1.74.